From a dataset of Reaction yield outcomes from USPTO patents with 853,638 reactions. Predict the reaction yield, written as a fraction of the theoretical maximum amount of product (1.0 means a 100% yield; for example, 0.34 means a 34% yield). The reactants are C[O:2][C:3](=O)[CH2:4][C:5]([NH:7][C:8]1[CH:13]=[CH:12][C:11]([O:14][CH2:15][C:16]2[CH:21]=[CH:20][CH:19]=[C:18]([F:22])[CH:17]=2)=[CH:10][CH:9]=1)=[O:6].[OH-].[NH4+:25]. The catalyst is O1CCCC1. The product is [F:22][C:18]1[CH:17]=[C:16]([CH:21]=[CH:20][CH:19]=1)[CH2:15][O:14][C:11]1[CH:12]=[CH:13][C:8]([NH:7][C:5](=[O:6])[CH2:4][C:3]([NH2:25])=[O:2])=[CH:9][CH:10]=1. The yield is 0.510.